Dataset: Retrosynthesis with 50K atom-mapped reactions and 10 reaction types from USPTO. Task: Predict the reactants needed to synthesize the given product. (1) Given the product Cc1cc(Cn2cc(C(F)(F)C(F)(F)F)c(C(F)(F)F)n2)ccc1[N+](=O)[O-], predict the reactants needed to synthesize it. The reactants are: Cc1cc(Cn2cc(I)c(C(F)(F)F)n2)ccc1[N+](=O)[O-].FC(F)(F)C(F)(F)I. (2) Given the product CC[C@H]1C[C@H]2[C@@H]3CCC4=CC(=O)CC[C@@H]4[C@H]3CC[C@]2(C)[C@H]1OC(=O)COC(=O)[C@H](CC(C)C)NC(=O)OC(C)(C)C, predict the reactants needed to synthesize it. The reactants are: CC(C)C[C@H](NC(=O)OC(C)(C)C)C(=O)O.CC[C@H]1C[C@H]2[C@@H]3CCC4=CC(=O)CC[C@@H]4[C@H]3CC[C@]2(C)[C@H]1OC(=O)CBr. (3) Given the product CC(C)(C)Oc1ncc(Cc2cc(F)c(C(=O)NS(C)(=O)=O)cc2F)cc1Cl, predict the reactants needed to synthesize it. The reactants are: CC(C)(C)Oc1ncc(B2OC(C)(C)C(C)(C)O2)cc1Cl.CS(=O)(=O)NC(=O)c1cc(F)c(CBr)cc1F. (4) Given the product Cc1sc2nc(-c3ccncc3)nc(NCc3ccc(Cl)c(Cl)c3)c2c1Cl, predict the reactants needed to synthesize it. The reactants are: Cc1sc2nc(-c3ccncc3)nc(Cl)c2c1Cl.NCc1ccc(Cl)c(Cl)c1. (5) The reactants are: CCCNCCC.O=C1c2c(Cl)cccc2-n2cnc(-c3nc(CCl)cs3)c2[C@@H]2CCCN12. Given the product CCCN(CCC)Cc1csc(-c2ncn3c2[C@@H]2CCCN2C(=O)c2c(Cl)cccc2-3)n1, predict the reactants needed to synthesize it. (6) Given the product O=C(O)c1ccc(Nc2nccc(-c3cccnc3)n2)cc1, predict the reactants needed to synthesize it. The reactants are: CCOC(=O)c1ccc(Nc2nccc(-c3cccnc3)n2)cc1. (7) Given the product Cc1ncc(-c2nc(Nc3ccc(S(C)(=O)=O)nc3)ncc2F)n1C1CCOCC1, predict the reactants needed to synthesize it. The reactants are: CS(=O)(=O)c1ccc(Br)cn1.Cc1ncc(-c2nc(N)ncc2F)n1C1CCOCC1.